Dataset: Full USPTO retrosynthesis dataset with 1.9M reactions from patents (1976-2016). Task: Predict the reactants needed to synthesize the given product. The reactants are: Br[C:2]1[CH:3]=[CH:4][C:5]([N+:8]([O-:10])=[O:9])=[N:6][CH:7]=1.[CH3:11][N:12]1[CH2:17][CH2:16][NH:15][CH2:14][CH2:13]1.C([O-])([O-])=O.[K+].[K+].[N+](CCCC)(CCCC)(CCCC)CCCC. Given the product [CH3:11][N:12]1[CH2:17][CH2:16][N:15]([C:2]2[CH:7]=[N:6][C:5]([N+:8]([O-:10])=[O:9])=[CH:4][CH:3]=2)[CH2:14][CH2:13]1, predict the reactants needed to synthesize it.